From a dataset of Catalyst prediction with 721,799 reactions and 888 catalyst types from USPTO. Predict which catalyst facilitates the given reaction. (1) Reactant: [CH3:1][C:2]1[C:9]([N:10]2[C:14]3[CH:15]=[CH:16][C:17]([O:19][C:20]([F:23])([F:22])[F:21])=[CH:18][C:13]=3[N:12]=[C:11]2[C@H:24]2[CH2:28][CH2:27][CH2:26][O:25]2)=[CH:8][CH:7]=[CH:6][C:3]=1[CH:4]=O.[NH2:29][C:30]1[CH:43]=[CH:42][C:33]2[C@H:34]([CH2:37][C:38]([O:40][CH3:41])=[O:39])[CH2:35][O:36][C:32]=2[CH:31]=1.C(O[BH-](OC(=O)C)OC(=O)C)(=O)C.[Na+].[OH-].[Na+]. Product: [CH3:1][C:2]1[C:9]([N:10]2[C:14]3[CH:15]=[CH:16][C:17]([O:19][C:20]([F:22])([F:23])[F:21])=[CH:18][C:13]=3[N:12]=[C:11]2[C@H:24]2[CH2:28][CH2:27][CH2:26][O:25]2)=[CH:8][CH:7]=[CH:6][C:3]=1[CH2:4][NH:29][C:30]1[CH:43]=[CH:42][C:33]2[C@H:34]([CH2:37][C:38]([O:40][CH3:41])=[O:39])[CH2:35][O:36][C:32]=2[CH:31]=1. The catalyst class is: 477. (2) Reactant: FC(F)(F)S(O[C:7]1[C@@:11]2([CH3:28])[CH2:12][CH2:13][C@H:14]3[C@H:23]([C@@H:10]2[CH2:9][CH:8]=1)[CH2:22][CH:21]=[C:20]1[C@:15]3([CH3:27])[CH2:16][CH2:17]C(=O)[N:19]1[CH2:24][CH3:25])(=O)=O.[N:31]1[CH:36]=[CH:35][CH:34]=[C:33](B(O)O)[CH:32]=1.[C:40](=[O:43])([O-])[O-].[Cs+].[Cs+].O. Product: [CH2:24]([N:19]1[C:20]2[C@@:15]([CH3:27])([C@H:14]3[CH2:13][CH2:12][C@@:11]4([CH3:28])[C@@H:10]([CH2:9][CH:8]=[C:7]4[C:33]4[CH:32]=[N:31][CH:36]=[CH:35][CH:34]=4)[C@@H:23]3[CH2:22][CH:21]=2)[CH2:16][CH2:17][C:40]1=[O:43])[CH3:25]. The catalyst class is: 184. (3) Reactant: [C:1]([C:4]1[N:12]=[C:11]([C:13]2[CH:21]=[CH:20][C:16]([C:17]([OH:19])=[O:18])=[CH:15][CH:14]=2)[N:10]=[C:9]2[C:5]=1[NH:6][C:7](=[O:30])[N:8]2[C:22]1[CH:27]=[CH:26][CH:25]=[CH:24][C:23]=1[O:28][CH3:29])(=[O:3])[NH2:2].N/[C:32](/C#N)=C(\NC(NC1C=CC=CC=1OC)=O)/C#N.C(C1C=CC(C(O)=O)=CC=1)=O. Product: [CH3:32][O:18][C:17](=[O:19])[C:16]1[CH:15]=[CH:14][C:13]([C:11]2[N:10]=[C:9]3[C:5]([NH:6][C:7](=[O:30])[N:8]3[C:22]3[CH:27]=[CH:26][CH:25]=[CH:24][C:23]=3[O:28][CH3:29])=[C:4]([C:1](=[O:3])[NH2:2])[N:12]=2)=[CH:21][CH:20]=1. The catalyst class is: 66. (4) Reactant: [CH3:1][CH:2]([C:13](=[O:22])[CH:14]=[CH:15][C:16]1[CH:21]=[CH:20][CH:19]=[CH:18][CH:17]=1)[C:3](=[O:12])[CH:4]=[CH:5][C:6]1[CH:11]=[CH:10][CH:9]=[CH:8][CH:7]=1. Product: [CH3:1][CH:2]([C:3](=[O:12])[CH2:4][CH2:5][C:6]1[CH:7]=[CH:8][CH:9]=[CH:10][CH:11]=1)[C:13](=[O:22])[CH2:14][CH2:15][C:16]1[CH:21]=[CH:20][CH:19]=[CH:18][CH:17]=1. The catalyst class is: 153. (5) Reactant: [Se:1]1[CH:5]=[CH:4][CH:3]=[C:2]1[CH:6]=O.[N:8]([CH2:11][C:12]([O:14][CH3:15])=[O:13])=[N+:9]=[N-:10].C[O-].[Na+].C(OCC)(=O)C. Product: [N:8](/[C:11](=[CH:6]\[C:2]1[Se:1][CH:5]=[CH:4][CH:3]=1)/[C:12]([O:14][CH3:15])=[O:13])=[N+:9]=[N-:10]. The catalyst class is: 5. (6) Reactant: [NH2:1][C:2]1[C:7]([NH:8][C:9]([C:11]2([C:14]3[CH:19]=[N:18][CH:17]=[CH:16][N:15]=3)[CH2:13][CH2:12]2)=O)=[CH:6][CH:5]=[C:4]([N:20]2[CH2:25][CH2:24][CH2:23][C@@H:22]([C:26]([N:28]3[CH2:32][CH2:31][CH2:30][CH2:29]3)=[O:27])[CH2:21]2)[N:3]=1.CO.C[O-].[Na+]. Product: [N:15]1[CH:16]=[CH:17][N:18]=[CH:19][C:14]=1[C:11]1([C:9]2[NH:1][C:2]3=[N:3][C:4]([N:20]4[CH2:25][CH2:24][CH2:23][C@@H:22]([C:26]([N:28]5[CH2:32][CH2:31][CH2:30][CH2:29]5)=[O:27])[CH2:21]4)=[CH:5][CH:6]=[C:7]3[N:8]=2)[CH2:13][CH2:12]1. The catalyst class is: 619. (7) Reactant: [CH3:1][CH2:2][C@@H:3]([CH:28]([CH3:30])[CH3:29])/[CH:4]=[CH:5]/[C@H:6]([C@@H:8]1[C@@:12]2([CH3:27])[CH2:13][CH2:14][C@@H:15]3[C@@:20]4([CH3:26])[CH2:21][CH2:22][C@H:23]([OH:25])[CH2:24][C:19]4=[CH:18][CH2:17][C@H:16]3[C@@H:11]2[CH2:10][CH2:9]1)[CH3:7].C(N(CC)CC)C.[CH3:38][S:39](Cl)(=[O:41])=[O:40]. Product: [CH3:1][CH2:2][C@@H:3]([CH:28]([CH3:29])[CH3:30])/[CH:4]=[CH:5]/[C@H:6]([C@@H:8]1[C@@:12]2([CH3:27])[CH2:13][CH2:14][C@@H:15]3[C@@:20]4([CH3:26])[CH2:21][CH2:22][C@H:23]([OH:25])[CH2:24][C:19]4=[CH:18][CH2:17][C@H:16]3[C@@H:11]2[CH2:10][CH2:9]1)[CH3:7].[S:39]([O-:41])(=[O:25])(=[O:40])[CH3:38]. The catalyst class is: 168.